From a dataset of Full USPTO retrosynthesis dataset with 1.9M reactions from patents (1976-2016). Predict the reactants needed to synthesize the given product. (1) Given the product [Si:14]([C:21]1[N:10]([C:11](=[O:13])[CH3:12])[C:3]2[C:2]([C:22]=1[C:23](=[O:24])[C:25]1[CH:26]=[C:27]([O:35][CH3:36])[C:28]([O:33][CH3:34])=[C:29]([O:31][CH3:32])[CH:30]=1)=[CH:7][CH:6]=[C:5]([O:8][CH3:9])[CH:4]=2)([C:17]([CH3:19])([CH3:18])[CH3:20])([CH3:16])[CH3:15], predict the reactants needed to synthesize it. The reactants are: I[C:2]1[CH:7]=[CH:6][C:5]([O:8][CH3:9])=[CH:4][C:3]=1[NH:10][C:11](=[O:13])[CH3:12].[Si:14]([C:21]#[C:22][C:23]([C:25]1[CH:30]=[C:29]([O:31][CH3:32])[C:28]([O:33][CH3:34])=[C:27]([O:35][CH3:36])[CH:26]=1)=[O:24])([C:17]([CH3:20])([CH3:19])[CH3:18])([CH3:16])[CH3:15].[Li+].[Cl-].C([O-])([O-])=O.[Na+].[Na+]. (2) Given the product [Cl:1][C:2]1[CH:13]=[CH:12][C:5]([O:6][C@H:7]([CH3:11])[CH2:8][CH2:9][O:10][S:22]([CH3:21])(=[O:24])=[O:23])=[C:4]([O:14][C:15]2[CH:20]=[CH:19][CH:18]=[CH:17][CH:16]=2)[CH:3]=1, predict the reactants needed to synthesize it. The reactants are: [Cl:1][C:2]1[CH:13]=[CH:12][C:5]([O:6][CH:7]([CH3:11])[CH2:8][CH2:9][OH:10])=[C:4]([O:14][C:15]2[CH:20]=[CH:19][CH:18]=[CH:17][CH:16]=2)[CH:3]=1.[CH3:21][S:22](Cl)(=[O:24])=[O:23].